This data is from NCI-60 drug combinations with 297,098 pairs across 59 cell lines. The task is: Regression. Given two drug SMILES strings and cell line genomic features, predict the synergy score measuring deviation from expected non-interaction effect. (1) Drug 1: CN1C(=O)N2C=NC(=C2N=N1)C(=O)N. Drug 2: CN(C(=O)NC(C=O)C(C(C(CO)O)O)O)N=O. Cell line: SK-MEL-5. Synergy scores: CSS=-6.40, Synergy_ZIP=3.89, Synergy_Bliss=2.36, Synergy_Loewe=-6.00, Synergy_HSA=-4.97. (2) Drug 1: CS(=O)(=O)C1=CC(=C(C=C1)C(=O)NC2=CC(=C(C=C2)Cl)C3=CC=CC=N3)Cl. Drug 2: CS(=O)(=O)OCCCCOS(=O)(=O)C. Cell line: SF-268. Synergy scores: CSS=9.60, Synergy_ZIP=-2.54, Synergy_Bliss=-1.26, Synergy_Loewe=-5.94, Synergy_HSA=-5.52. (3) Drug 1: CS(=O)(=O)OCCCCOS(=O)(=O)C. Drug 2: CC1C(C(CC(O1)OC2CC(CC3=C2C(=C4C(=C3O)C(=O)C5=CC=CC=C5C4=O)O)(C(=O)C)O)N)O. Cell line: COLO 205. Synergy scores: CSS=48.6, Synergy_ZIP=-5.66, Synergy_Bliss=-6.76, Synergy_Loewe=-46.1, Synergy_HSA=-4.94. (4) Drug 1: CC1=C2C(C(=O)C3(C(CC4C(C3C(C(C2(C)C)(CC1OC(=O)C(C(C5=CC=CC=C5)NC(=O)OC(C)(C)C)O)O)OC(=O)C6=CC=CC=C6)(CO4)OC(=O)C)OC)C)OC. Synergy scores: CSS=25.8, Synergy_ZIP=-2.15, Synergy_Bliss=-2.01, Synergy_Loewe=-9.93, Synergy_HSA=-0.392. Cell line: T-47D. Drug 2: CC12CCC(CC1=CCC3C2CCC4(C3CC=C4C5=CN=CC=C5)C)O.